From a dataset of Forward reaction prediction with 1.9M reactions from USPTO patents (1976-2016). Predict the product of the given reaction. (1) Given the reactants [CH3:1][O:2][CH2:3][C@H:4]1[CH2:8][CH2:7][CH2:6][N:5]1[CH2:9][C:10]1[CH:11]=[C:12]([CH:16]=[C:17]([CH3:19])[CH:18]=1)[C:13]([OH:15])=O.CN(C(ON1N=NC2C=CC=CC1=2)=[N+](C)C)C.F[P-](F)(F)(F)(F)F.C1C=CC2N(O)N=NC=2C=1.C(N(CC)C(C)C)(C)C.[NH2:63][C@@H:64]([CH2:78][C:79]1[CH:84]=[C:83]([F:85])[CH:82]=[C:81]([F:86])[CH:80]=1)[C@H:65]([OH:77])[CH2:66][NH:67][CH2:68][C:69]1[CH:74]=[CH:73][CH:72]=[C:71]([CH2:75][CH3:76])[CH:70]=1.[ClH:87], predict the reaction product. The product is: [ClH:87].[ClH:87].[F:85][C:83]1[CH:84]=[C:79]([CH:80]=[C:81]([F:86])[CH:82]=1)[CH2:78][C@H:64]([NH:63][C:13](=[O:15])[C:12]1[CH:16]=[C:17]([CH3:19])[CH:18]=[C:10]([CH2:9][N:5]2[CH2:6][CH2:7][CH2:8][C@@H:4]2[CH2:3][O:2][CH3:1])[CH:11]=1)[C@H:65]([OH:77])[CH2:66][NH:67][CH2:68][C:69]1[CH:74]=[CH:73][CH:72]=[C:71]([CH2:75][CH3:76])[CH:70]=1. (2) Given the reactants ClC1C(C(=O)N(CCCC)CCCC)=NN(C2C=CC(C(=O)NS(C3C=CC4C(=CC=CC=4)C=3)(=O)=O)=CC=2C(O)=O)C=1C.[Cl:44][C:45]1[C:46]([N:79]([CH2:83][CH2:84][CH3:85])[CH2:80][CH2:81][CH3:82])=[N:47][N:48]([C:51]2[CH:61]=[CH:60][C:59]([C:62](=[O:78])[NH:63][S:64]([C:67]3[CH:76]=[CH:75][C:74]4[C:69](=[C:70]([Cl:77])[CH:71]=[CH:72][CH:73]=4)[CH:68]=3)(=[O:66])=[O:65])=[CH:58][C:52]=2[C:53]([O:55]CC)=[O:54])[C:49]=1[CH3:50], predict the reaction product. The product is: [Cl:44][C:45]1[C:46]([N:79]([CH2:80][CH2:81][CH3:82])[CH2:83][CH2:84][CH3:85])=[N:47][N:48]([C:51]2[CH:61]=[CH:60][C:59]([C:62](=[O:78])[NH:63][S:64]([C:67]3[CH:76]=[CH:75][C:74]4[C:69](=[C:70]([Cl:77])[CH:71]=[CH:72][CH:73]=4)[CH:68]=3)(=[O:66])=[O:65])=[CH:58][C:52]=2[C:53]([OH:55])=[O:54])[C:49]=1[CH3:50]. (3) Given the reactants [CH3:1][O:2][C:3]([C:5]1[CH:10]=[N:9][C:8](O)=[C:7]([Br:12])[N:6]=1)=[O:4].O=P(Cl)(Cl)[Cl:15], predict the reaction product. The product is: [CH3:1][O:2][C:3]([C:5]1[CH:10]=[N:9][C:8]([Cl:15])=[C:7]([Br:12])[N:6]=1)=[O:4]. (4) Given the reactants [O:1]=[C:2]1[NH:7][C:6]2[CH:8]=[C:9]([C:12]([OH:14])=O)[CH:10]=[CH:11][C:5]=2[O:4][CH2:3]1.C[CH2:16][N:17]=[C:18]=NCCCN(C)C.C1C=CC2N(O)N=NC=2C=1.CNC.C1COCC1.C(=O)([O-])O.[Na+], predict the reaction product. The product is: [CH3:16][N:17]([CH3:18])[C:12]([C:9]1[CH:10]=[CH:11][C:5]2[O:4][CH2:3][C:2](=[O:1])[NH:7][C:6]=2[CH:8]=1)=[O:14]. (5) Given the reactants [F:1][C:2]([F:22])([F:21])[C:3]1[CH:8]=[CH:7][C:6]([C:9]2[CH:10]=[CH:11][C:12]3[N:13]([C:15]([C:18](O)=[O:19])=[CH:16][N:17]=3)[CH:14]=2)=[CH:5][CH:4]=1.O[NH:24][C:25](=[NH:36])[C:26]1[CH:31]=[CH:30][C:29]([S:32](=[O:35])(=[O:34])[NH2:33])=[CH:28][CH:27]=1, predict the reaction product. The product is: [F:1][C:2]([F:22])([F:21])[C:3]1[CH:4]=[CH:5][C:6]([C:9]2[CH:10]=[CH:11][C:12]3[N:13]([C:15]([C:18]4[O:19][N:36]=[C:25]([C:26]5[CH:27]=[CH:28][C:29]([S:32]([NH2:33])(=[O:34])=[O:35])=[CH:30][CH:31]=5)[N:24]=4)=[CH:16][N:17]=3)[CH:14]=2)=[CH:7][CH:8]=1. (6) Given the reactants I[C:2]1[CH:7]=[CH:6][C:5]([O:8][C:9]([F:12])([F:11])[F:10])=[CH:4][CH:3]=1.[CH3:13][C:14]([CH3:20])([CH2:17][C:18]#[CH:19])[CH2:15][OH:16], predict the reaction product. The product is: [CH3:13][C:14]([CH3:20])([CH2:17][C:18]#[C:19][C:2]1[CH:7]=[CH:6][C:5]([O:8][C:9]([F:12])([F:11])[F:10])=[CH:4][CH:3]=1)[CH2:15][OH:16].